Dataset: Catalyst prediction with 721,799 reactions and 888 catalyst types from USPTO. Task: Predict which catalyst facilitates the given reaction. (1) Product: [C:16]([O:15][C:13]([N:8]([CH3:32])[C:7]1[CH:9]=[CH:10][CH:11]=[CH:12][C:6]=1[N+:3]([O-:5])=[O:4])=[O:14])([CH3:19])([CH3:18])[CH3:17]. The catalyst class is: 207. Reactant: [H-].[Na+].[N+:3]([C:6]1[CH:12]=[CH:11][CH:10]=[CH:9][C:7]=1[NH2:8])([O-:5])=[O:4].[C:13](O[C:13]([O:15][C:16]([CH3:19])([CH3:18])[CH3:17])=[O:14])([O:15][C:16]([CH3:19])([CH3:18])[CH3:17])=[O:14].S(OC)(O[CH3:32])(=O)=O. (2) Reactant: [N:1]1[C:5]2[CH:6]=[CH:7][CH:8]=[CH:9][C:4]=2[NH:3][C:2]=1[C:10]1[CH:17]=[CH:16][C:13]([CH:14]=O)=[CH:12][CH:11]=1.[C:18]([O:22][C:23]([N:25]1[C:29]2[CH:30]=[CH:31][CH:32]=[CH:33][C:28]=2[N:27]=[C:26]1[CH2:34][NH:35][CH:36]1[C:45]2[N:44]=[CH:43][CH:42]=[CH:41][C:40]=2[CH2:39][CH2:38][CH2:37]1)=[O:24])([CH3:21])([CH3:20])[CH3:19].C(O)(=O)C.C(O[BH-](OC(=O)C)OC(=O)C)(=O)C.[Na+]. Product: [NH:1]1[C:5]2[CH:6]=[CH:7][CH:8]=[CH:9][C:4]=2[N:3]=[C:2]1[C:10]1[CH:17]=[CH:16][C:13]([CH2:14][N:35]([CH2:34][C:26]2[N:25]([C:23]([O:22][C:18]([CH3:20])([CH3:21])[CH3:19])=[O:24])[C:29]3[CH:30]=[CH:31][CH:32]=[CH:33][C:28]=3[N:27]=2)[CH:36]2[C:45]3[N:44]=[CH:43][CH:42]=[CH:41][C:40]=3[CH2:39][CH2:38][CH2:37]2)=[CH:12][CH:11]=1. The catalyst class is: 1. (3) Reactant: Br[C:2]([CH3:9])([CH3:8])[C:3]([O:5][CH2:6][CH3:7])=[O:4].[Cl:10][C:11]1[CH:16]=[CH:15][C:14]([OH:17])=[CH:13][CH:12]=1.C(=O)([O-])[O-].[K+].[K+].O. Product: [CH3:7][CH2:6][O:5][C:3]([C:2]([O:17][C:14]1[CH:13]=[CH:12][C:11]([Cl:10])=[CH:16][CH:15]=1)([CH3:9])[CH3:8])=[O:4]. The catalyst class is: 21. (4) Reactant: [CH:1]([N:4]1[CH2:9][CH2:8][CH:7]([O:10][C:11]2[CH:16]=[CH:15][C:14]([C:17]3([CH2:23][NH:24][CH2:25][CH3:26])[CH2:22][CH2:21][O:20][CH2:19][CH2:18]3)=[CH:13][CH:12]=2)[CH2:6][CH2:5]1)([CH3:3])[CH3:2].C(N([CH2:32][CH3:33])CC)C.C(OC(=O)C)(=[O:36])C.O. Product: [CH:1]([N:4]1[CH2:9][CH2:8][CH:7]([O:10][C:11]2[CH:16]=[CH:15][C:14]([C:17]3([CH2:23][N:24]([CH2:32][CH3:33])[C:25](=[O:36])[CH3:26])[CH2:18][CH2:19][O:20][CH2:21][CH2:22]3)=[CH:13][CH:12]=2)[CH2:6][CH2:5]1)([CH3:3])[CH3:2]. The catalyst class is: 4. (5) Reactant: Br[CH:2]1[C:11]2[C:6](=[CH:7][CH:8]=[CH:9][CH:10]=2)[CH2:5][CH2:4][CH:3]1[OH:12].[OH-].[Na+]. Product: [O:12]1[CH:3]2[CH2:4][CH2:5][C:6]3[C:11]([CH:2]12)=[CH:10][CH:9]=[CH:8][CH:7]=3. The catalyst class is: 27. (6) Reactant: Cl.C(OC([N:9]1[CH2:13][C@H:12]([CH2:14][N:15]([C:25]2[CH:30]=[CH:29][C:28]([Cl:31])=[CH:27][CH:26]=2)[CH2:16][C:17]2[CH:22]=[CH:21][CH:20]=[C:19]([C:23]#[N:24])[CH:18]=2)[C@@H:11]([CH2:32][C:33]2[CH:38]=[CH:37][CH:36]=[CH:35][CH:34]=2)[CH2:10]1)=O)(C)(C)C. Product: [CH2:32]([CH:11]1[CH2:10][NH:9][CH2:13][CH:12]1[CH2:14][N:15]([CH2:16][C:17]1[CH:18]=[C:19]([CH:20]=[CH:21][CH:22]=1)[C:23]#[N:24])[C:25]1[CH:30]=[CH:29][C:28]([Cl:31])=[CH:27][CH:26]=1)[C:33]1[CH:38]=[CH:37][CH:36]=[CH:35][CH:34]=1. The catalyst class is: 32. (7) Reactant: [CH:1]12[N:7]([C:8]([C:10]3[N:11]=[C:12]([C:33](OCC)=[O:34])[S:13][C:14]=3[C:15]3[CH:20]=[CH:19][C:18]([C:21]([OH:30])([C:26]([F:29])([F:28])[F:27])[C:22]([F:25])([F:24])[F:23])=[C:17]([Cl:31])[C:16]=3[Cl:32])=[O:9])[CH:4]([CH2:5][CH2:6]1)[CH2:3][CH2:2]2.Cl.[NH:39]1[CH2:44][C@@H:43]([OH:45])[CH2:42][C@@H:41]([OH:46])[CH2:40]1.C([O-])([O-])=O.[K+].[K+].O. Product: [CH:1]12[N:7]([C:8]([C:10]3[N:11]=[C:12]([C:33]([N:39]4[CH2:44][C@@H:43]([OH:45])[CH2:42][C@@H:41]([OH:46])[CH2:40]4)=[O:34])[S:13][C:14]=3[C:15]3[CH:20]=[CH:19][C:18]([C:21]([OH:30])([C:22]([F:25])([F:23])[F:24])[C:26]([F:29])([F:27])[F:28])=[C:17]([Cl:31])[C:16]=3[Cl:32])=[O:9])[CH:4]([CH2:5][CH2:6]1)[CH2:3][CH2:2]2. The catalyst class is: 5. (8) Reactant: [Br-:1].CNCCC[C:7]([NH:9][CH2:10][CH2:11][CH2:12][CH2:13][P+:14]([C:27]1[CH:32]=[CH:31][CH:30]=[CH:29][CH:28]=1)([C:21]1[CH:26]=[CH:25][CH:24]=[CH:23][CH:22]=1)[C:15]1[CH:20]=[CH:19][CH:18]=[CH:17][CH:16]=1)=[O:8].Cl.[N:34]1([C:39](=[NH:41])[NH2:40])[CH:38]=[CH:37][CH:36]=N1.[CH:42](N(CC)C(C)C)(C)C. Product: [Br-:1].[NH2:40][C:39]([N:34]([CH3:42])[CH2:38][CH2:37][CH2:36][C:7]([NH:9][CH2:10][CH2:11][CH2:12][CH2:13][P+:14]([C:27]1[CH:32]=[CH:31][CH:30]=[CH:29][CH:28]=1)([C:15]1[CH:16]=[CH:17][CH:18]=[CH:19][CH:20]=1)[C:21]1[CH:26]=[CH:25][CH:24]=[CH:23][CH:22]=1)=[O:8])=[NH:41]. The catalyst class is: 9. (9) Reactant: [NH2:1][C:2]1[C:7]([CH2:8][N:9]=[N+]=[N-])=[C:6]([CH:12]2[CH2:17][CH2:16][CH2:15][N:14]([C:18]([O:20][C:21]([CH3:24])([CH3:23])[CH3:22])=[O:19])[CH2:13]2)[CH:5]=[C:4]([C:25]2[CH:30]=[CH:29][CH:28]=[CH:27][C:26]=2[O:31]CC2C=CC=CC=2)[N:3]=1. Product: [NH2:1][C:2]1[C:7]([CH2:8][NH2:9])=[C:6]([CH:12]2[CH2:17][CH2:16][CH2:15][N:14]([C:18]([O:20][C:21]([CH3:24])([CH3:23])[CH3:22])=[O:19])[CH2:13]2)[CH:5]=[C:4]([C:25]2[CH:30]=[CH:29][CH:28]=[CH:27][C:26]=2[OH:31])[N:3]=1. The catalyst class is: 78.